Dataset: Catalyst prediction with 721,799 reactions and 888 catalyst types from USPTO. Task: Predict which catalyst facilitates the given reaction. (1) Reactant: [H-].[Na+].[CH:3]1[C:14]2=[C:15]3[CH:10]([CH2:11][CH2:12][CH2:13]2)[CH2:9][CH2:8][CH2:7][C:6]3=[CH:5][C:4]=1[NH:16][C:17]1[CH:27]=[CH:26][C:20]([C:21]([O:23][CH2:24][CH3:25])=[O:22])=[CH:19][CH:18]=1.Br[CH2:29][CH3:30].[Cl-].[NH4+]. Product: [CH2:29]([N:16]([C:4]1[CH:3]=[C:14]2[C:15]3[CH:10]([CH2:11][CH2:12][CH2:13]2)[CH2:9][CH2:8][CH2:7][C:6]=3[CH:5]=1)[C:17]1[CH:18]=[CH:19][C:20]([C:21]([O:23][CH2:24][CH3:25])=[O:22])=[CH:26][CH:27]=1)[CH3:30]. The catalyst class is: 9. (2) Reactant: [OH:1][C@H:2]([C:21]1[CH:26]=[CH:25][C:24]([O:27][CH3:28])=[CH:23][CH:22]=1)[C@H:3]([NH:10][C:11](=[O:20])OCC1C=CC=CC=1)[CH2:4][N:5]1[CH2:9][CH2:8][CH2:7][CH2:6]1.Cl.[CH3:30][CH2:31][OH:32]. Product: [OH:1][C@H:2]([C:21]1[CH:22]=[CH:23][C:24]([O:27][CH3:28])=[CH:25][CH:26]=1)[C@H:3]([NH:10][C:11](=[O:20])[CH2:30][CH2:31][O:32][C:24]1[CH:25]=[CH:26][C:21]([CH3:2])=[CH:22][CH:23]=1)[CH2:4][N:5]1[CH2:6][CH2:7][CH2:8][CH2:9]1. The catalyst class is: 45.